Dataset: Full USPTO retrosynthesis dataset with 1.9M reactions from patents (1976-2016). Task: Predict the reactants needed to synthesize the given product. Given the product [Br:1][C:2]1[C:3]([N:47]2[CH2:46][CH2:45][N:44]([C:50]([O:52][C:53]([CH3:56])([CH3:55])[CH3:54])=[O:51])[CH2:49][CH2:48]2)=[C:4]2[CH:10]=[N:9][N:8]([CH2:11][C:12]3[CH:17]=[CH:16][C:15]([O:18][CH3:19])=[CH:14][CH:13]=3)[C:5]2=[N:6][CH:7]=1, predict the reactants needed to synthesize it. The reactants are: [Br:1][C:2]1[CH:7]=[N:6][C:5]2[N:8]([CH2:11][C:12]3[CH:17]=[CH:16][C:15]([O:18][CH3:19])=[CH:14][CH:13]=3)[N:9]=[CH:10][C:4]=2[C:3]=1O.[H-].[Na+].FC(F)(F)S(N(C1C=CC=CC=1)S(C(F)(F)F)(=O)=O)(=O)=O.[N:44]1([C:50]([O:52][C:53]([CH3:56])([CH3:55])[CH3:54])=[O:51])[CH2:49][CH2:48][NH:47][CH2:46][CH2:45]1.[NH4+].[Cl-].